From a dataset of Catalyst prediction with 721,799 reactions and 888 catalyst types from USPTO. Predict which catalyst facilitates the given reaction. (1) Reactant: [CH3:1][S:2](Cl)(=[O:4])=[O:3].[Cl:6][C:7]1[CH:8]=[C:9]2[C:14](=[CH:15][CH:16]=1)[CH:13]=[C:12]([S:17]([CH2:20][CH2:21][C:22]([N:24]1[CH2:29][CH2:28][CH:27]([NH:30][CH2:31][C:32]3[N:33]=[CH:34][N:35](C(C4C=CC=CC=4)(C4C=CC=CC=4)C4C=CC=CC=4)[CH:36]=3)[CH2:26][CH2:25]1)=[O:23])(=[O:19])=[O:18])[CH:11]=[CH:10]2.C(N(CC)CC)C. Product: [Cl:6][C:7]1[CH:8]=[C:9]2[C:14](=[CH:15][CH:16]=1)[CH:13]=[C:12]([S:17]([CH2:20][CH2:21][C:22]([N:24]1[CH2:29][CH2:28][CH:27]([N:30]([CH2:31][C:32]3[N:33]=[CH:34][NH:35][CH:36]=3)[S:2]([CH3:1])(=[O:4])=[O:3])[CH2:26][CH2:25]1)=[O:23])(=[O:19])=[O:18])[CH:11]=[CH:10]2. The catalyst class is: 4. (2) Reactant: [CH3:1][O:2][C:3](=[O:14])[C:4]1[CH:9]=[CH:8][CH:7]=[C:6]([C:10]#[N:11])[C:5]=1[CH2:12]Br.C1(=O)O[C:19](=[O:20])[C:18]2=[CH:22][CH:23]=[CH:24][CH:25]=[C:17]2[CH2:16]1.C(N(CC)CC)C. Product: [CH3:1][O:2][C:3]([C:4]1[C:5]2[CH2:12][C:16]3[C:17]4[C:18](=[CH:22][CH:23]=[CH:24][CH:25]=4)[C:19](=[O:20])[NH:11][C:10]=3[C:6]=2[CH:7]=[CH:8][CH:9]=1)=[O:14]. The catalyst class is: 10. (3) Reactant: [CH2:1]([C:3]1([CH2:14][CH3:15])[C:11]2[C:6](=[CH:7][CH:8]=[CH:9][CH:10]=2)[N:5]([CH3:12])[C:4]1=[O:13])[CH3:2].[N+:16]([O-])([OH:18])=[O:17]. Product: [CH2:14]([C:3]1([CH2:1][CH3:2])[C:11]2[C:6](=[CH:7][CH:8]=[C:9]([N+:16]([O-:18])=[O:17])[CH:10]=2)[N:5]([CH3:12])[C:4]1=[O:13])[CH3:15]. The catalyst class is: 65. (4) Reactant: C([O:3][C:4](=[O:47])[CH:5]([C:10]1[CH:11]=[C:12]([C:37]2[CH:42]=[CH:41][C:40]([C:43]([F:46])([F:45])[F:44])=[CH:39][CH:38]=2)[CH:13]=[C:14]([CH:16]2[CH2:21][CH2:20][CH2:19][N:18]([CH2:22][C:23]3[CH:28]=[C:27]([C:29]([F:32])([F:31])[F:30])[CH:26]=[C:25]([C:33]([F:36])([F:35])[F:34])[CH:24]=3)[CH2:17]2)[CH:15]=1)[CH2:6][CH:7]([CH3:9])[CH3:8])C.[OH-].[K+]. The catalyst class is: 14. Product: [F:32][C:29]([F:30])([F:31])[C:27]1[CH:28]=[C:23]([CH:24]=[C:25]([C:33]([F:34])([F:36])[F:35])[CH:26]=1)[CH2:22][N:18]1[CH2:19][CH2:20][CH2:21][CH:16]([C:14]2[CH:15]=[C:10]([CH:5]([CH2:6][CH:7]([CH3:9])[CH3:8])[C:4]([OH:47])=[O:3])[CH:11]=[C:12]([C:37]3[CH:42]=[CH:41][C:40]([C:43]([F:46])([F:44])[F:45])=[CH:39][CH:38]=3)[CH:13]=2)[CH2:17]1.